From a dataset of Catalyst prediction with 721,799 reactions and 888 catalyst types from USPTO. Predict which catalyst facilitates the given reaction. The catalyst class is: 6. Reactant: NC1C(C)=CC(Cl)=CC=1C(NC)=[O:5].ClCCl.[Cl:17][C:18]1[C:19]([N:25]2[C:29]([C:30](Cl)=[O:31])=[CH:28][C:27]([C:33]([F:36])([F:35])[F:34])=[N:26]2)=[N:20][CH:21]=[C:22]([Cl:24])[CH:23]=1.C(N(CC)CC)C. Product: [Cl:17][C:18]1[C:19]([N:25]2[C:29]([C:30]([OH:5])=[O:31])=[CH:28][C:27]([C:33]([F:36])([F:35])[F:34])=[N:26]2)=[N:20][CH:21]=[C:22]([Cl:24])[CH:23]=1.